Dataset: Catalyst prediction with 721,799 reactions and 888 catalyst types from USPTO. Task: Predict which catalyst facilitates the given reaction. (1) Reactant: C(C1[C:6](O)=[C:7]([CH:10]=[C:11](/[CH:13]=[CH:14]/[C:15](=[O:28])[C:16]2[CH:21]=[C:20]([O:22][CH3:23])[C:19]([O:24][CH3:25])=[C:18]([O:26][CH3:27])[CH:17]=2)[CH:12]=1)C=O)(CC)C.[CH:30](C1C(O)=C(C=C(/C=C/C(=O)C2C=CC(C)=CC=2)C=1)C=O)([CH2:32][CH3:33])[CH3:31].[C:54]([O:62][CH2:63][CH3:64])(=[O:61])[CH2:55][C:56]([O:58][CH2:59][CH3:60])=[O:57].N1CCCCC1. Product: [CH:30]([C:64]1[CH:12]=[C:11](/[CH:13]=[CH:14]/[C:15](=[O:28])[C:16]2[CH:21]=[C:20]([O:22][CH3:23])[C:19]([O:24][CH3:25])=[C:18]([O:26][CH3:27])[CH:17]=2)[CH:10]=[C:7]2[C:63]=1[O:62][C:54](=[O:61])[C:55]([C:56]([O:58][CH2:59][CH3:60])=[O:57])=[CH:6]2)([CH2:32][CH3:33])[CH3:31]. The catalyst class is: 8. (2) Reactant: [C:1]([C:5]1[O:9][N:8]=[C:7]([NH:10][C:11]([NH:13][C:14]2[CH:19]=[CH:18][CH:17]=[C:16]([C:20]#[C:21][C:22]3[C:23](Cl)=[N:24][CH:25]=[N:26][CH:27]=3)[CH:15]=2)=[O:12])[CH:6]=1)([CH3:4])([CH3:3])[CH3:2].[CH3:29][OH:30]. Product: [C:1]([C:5]1[O:9][N:8]=[C:7]([NH:10][C:11]([NH:13][C:14]2[CH:19]=[CH:18][CH:17]=[C:16]([C:20]#[C:21][C:22]3[C:23]([O:30][CH3:29])=[N:24][CH:25]=[N:26][CH:27]=3)[CH:15]=2)=[O:12])[CH:6]=1)([CH3:4])([CH3:3])[CH3:2]. The catalyst class is: 328. (3) Reactant: [NH2:1][C:2]1[C:7]([C:8]([NH:10][CH2:11][C:12]([F:15])([F:14])[F:13])=[O:9])=[CH:6][N:5]=[C:4]([C:16]2[C:24]3[C:19](=[N:20][CH:21]=[CH:22][CH:23]=3)[N:18]([CH2:25][C:26]3[CH:31]=[CH:30][CH:29]=[CH:28][C:27]=3[F:32])[N:17]=2)[N:3]=1.[H-].[Na+].[C:35](N1C=CN=C1)(N1C=CN=C1)=[O:36]. Product: [F:32][C:27]1[CH:28]=[CH:29][CH:30]=[CH:31][C:26]=1[CH2:25][N:18]1[C:19]2=[N:20][CH:21]=[CH:22][CH:23]=[C:24]2[C:16]([C:4]2[N:3]=[C:2]3[NH:1][C:35](=[O:36])[N:10]([CH2:11][C:12]([F:13])([F:14])[F:15])[C:8](=[O:9])[C:7]3=[CH:6][N:5]=2)=[N:17]1. The catalyst class is: 1. (4) Product: [OH:1][C:2]1[CH:3]=[C:4]2[C:8](=[CH:9][CH:10]=1)[NH:7][C:6]([C:11]([O:13][CH3:14])=[O:12])=[CH:5]2. Reactant: [OH:1][C:2]1[CH:3]=[C:4]2[C:8](=[CH:9][CH:10]=1)[NH:7][C:6]([C:11]([OH:13])=[O:12])=[CH:5]2.[CH3:14][Si](C=[N+]=[N-])(C)C.C(O)(=O)C. The catalyst class is: 100. (5) Reactant: [Br:1][C:2]1[S:19][C:5]2[C:6](=[O:18])[NH:7][CH2:8][CH:9]([C:10]3[CH:15]=[CH:14][C:13]([Cl:16])=[C:12]([Cl:17])[CH:11]=3)[C:4]=2[CH:3]=1.C[Si]([N-][Si](C)(C)C)(C)C.[Li+].[CH2:30](Br)[CH:31]=[CH2:32]. Product: [CH2:32]([N:7]1[CH2:8][CH:9]([C:10]2[CH:15]=[CH:14][C:13]([Cl:16])=[C:12]([Cl:17])[CH:11]=2)[C:4]2[CH:3]=[C:2]([Br:1])[S:19][C:5]=2[C:6]1=[O:18])[CH:31]=[CH2:30]. The catalyst class is: 7.